From a dataset of NCI-60 drug combinations with 297,098 pairs across 59 cell lines. Regression. Given two drug SMILES strings and cell line genomic features, predict the synergy score measuring deviation from expected non-interaction effect. (1) Drug 1: CC1=CC2C(CCC3(C2CCC3(C(=O)C)OC(=O)C)C)C4(C1=CC(=O)CC4)C. Drug 2: C1=NC2=C(N=C(N=C2N1C3C(C(C(O3)CO)O)O)F)N. Cell line: HCT116. Synergy scores: CSS=-2.01, Synergy_ZIP=-4.56, Synergy_Bliss=-12.5, Synergy_Loewe=-17.7, Synergy_HSA=-11.7. (2) Drug 1: C1CCN(CC1)CCOC2=CC=C(C=C2)C(=O)C3=C(SC4=C3C=CC(=C4)O)C5=CC=C(C=C5)O. Drug 2: CN1C(=O)N2C=NC(=C2N=N1)C(=O)N. Cell line: NCI/ADR-RES. Synergy scores: CSS=-4.27, Synergy_ZIP=3.09, Synergy_Bliss=0.573, Synergy_Loewe=-3.46, Synergy_HSA=-4.61. (3) Drug 1: CC(C1=C(C=CC(=C1Cl)F)Cl)OC2=C(N=CC(=C2)C3=CN(N=C3)C4CCNCC4)N. Drug 2: COC1=CC(=CC(=C1O)OC)C2C3C(COC3=O)C(C4=CC5=C(C=C24)OCO5)OC6C(C(C7C(O6)COC(O7)C8=CC=CS8)O)O. Cell line: SNB-19. Synergy scores: CSS=47.4, Synergy_ZIP=4.24, Synergy_Bliss=6.23, Synergy_Loewe=-9.01, Synergy_HSA=7.28. (4) Drug 1: CC1=C2C(C(=O)C3(C(CC4C(C3C(C(C2(C)C)(CC1OC(=O)C(C(C5=CC=CC=C5)NC(=O)OC(C)(C)C)O)O)OC(=O)C6=CC=CC=C6)(CO4)OC(=O)C)O)C)O. Drug 2: CN1C2=C(C=C(C=C2)N(CCCl)CCCl)N=C1CCCC(=O)O.Cl. Cell line: RXF 393. Synergy scores: CSS=4.91, Synergy_ZIP=1.23, Synergy_Bliss=5.00, Synergy_Loewe=0.848, Synergy_HSA=1.57. (5) Drug 1: COC1=C(C=C2C(=C1)N=CN=C2NC3=CC(=C(C=C3)F)Cl)OCCCN4CCOCC4. Drug 2: C1CCC(C(C1)N)N.C(=O)(C(=O)[O-])[O-].[Pt+4]. Cell line: MDA-MB-435. Synergy scores: CSS=12.6, Synergy_ZIP=-5.57, Synergy_Bliss=-5.24, Synergy_Loewe=-4.03, Synergy_HSA=-2.82. (6) Drug 1: C#CCC(CC1=CN=C2C(=N1)C(=NC(=N2)N)N)C3=CC=C(C=C3)C(=O)NC(CCC(=O)O)C(=O)O. Drug 2: CN(CC1=CN=C2C(=N1)C(=NC(=N2)N)N)C3=CC=C(C=C3)C(=O)NC(CCC(=O)O)C(=O)O. Cell line: NCI-H522. Synergy scores: CSS=11.2, Synergy_ZIP=-1.60, Synergy_Bliss=-3.32, Synergy_Loewe=-1.21, Synergy_HSA=-2.12. (7) Drug 1: C1CCN(CC1)CCOC2=CC=C(C=C2)C(=O)C3=C(SC4=C3C=CC(=C4)O)C5=CC=C(C=C5)O. Drug 2: C1=CN(C(=O)N=C1N)C2C(C(C(O2)CO)O)O.Cl. Cell line: SR. Synergy scores: CSS=25.4, Synergy_ZIP=-0.00765, Synergy_Bliss=2.23, Synergy_Loewe=4.95, Synergy_HSA=4.17. (8) Drug 2: CC1=C2C(C(=O)C3(C(CC4C(C3C(C(C2(C)C)(CC1OC(=O)C(C(C5=CC=CC=C5)NC(=O)OC(C)(C)C)O)O)OC(=O)C6=CC=CC=C6)(CO4)OC(=O)C)O)C)O. Cell line: RPMI-8226. Synergy scores: CSS=63.6, Synergy_ZIP=16.1, Synergy_Bliss=18.0, Synergy_Loewe=-36.4, Synergy_HSA=14.3. Drug 1: CN1CCC(CC1)COC2=C(C=C3C(=C2)N=CN=C3NC4=C(C=C(C=C4)Br)F)OC. (9) Drug 1: C1=NC(=NC(=O)N1C2C(C(C(O2)CO)O)O)N. Drug 2: C1=CN(C=N1)CC(O)(P(=O)(O)O)P(=O)(O)O. Cell line: EKVX. Synergy scores: CSS=5.46, Synergy_ZIP=-2.92, Synergy_Bliss=-0.894, Synergy_Loewe=2.20, Synergy_HSA=1.08. (10) Drug 1: CC1C(C(CC(O1)OC2CC(CC3=C2C(=C4C(=C3O)C(=O)C5=C(C4=O)C(=CC=C5)OC)O)(C(=O)C)O)N)O.Cl. Drug 2: CS(=O)(=O)CCNCC1=CC=C(O1)C2=CC3=C(C=C2)N=CN=C3NC4=CC(=C(C=C4)OCC5=CC(=CC=C5)F)Cl. Cell line: NCI-H322M. Synergy scores: CSS=38.4, Synergy_ZIP=4.23, Synergy_Bliss=9.17, Synergy_Loewe=5.02, Synergy_HSA=9.08.